Dataset: Reaction yield outcomes from USPTO patents with 853,638 reactions. Task: Predict the reaction yield, written as a fraction of the theoretical maximum amount of product (1.0 means a 100% yield; for example, 0.34 means a 34% yield). (1) The reactants are C([N:9]1[C:14](=[O:15])[CH:13]=[CH:12][N:11]([CH2:16][CH2:17][CH2:18][CH2:19][CH2:20][NH:21][C:22]([C:35]2[CH:40]=[CH:39][CH:38]=[CH:37][CH:36]=2)([C:29]2[CH:34]=[CH:33][CH:32]=[CH:31][CH:30]=2)[C:23]2[CH:28]=[CH:27][CH:26]=[CH:25][CH:24]=2)[C:10]1=[O:41])(=O)C1C=CC=CC=1.CO[Na]. The catalyst is CO. The product is [C:22]([NH:21][CH2:20][CH2:19][CH2:18][CH2:17][CH2:16][N:11]1[CH:12]=[CH:13][C:14](=[O:15])[NH:9][C:10]1=[O:41])([C:23]1[CH:28]=[CH:27][CH:26]=[CH:25][CH:24]=1)([C:29]1[CH:30]=[CH:31][CH:32]=[CH:33][CH:34]=1)[C:35]1[CH:36]=[CH:37][CH:38]=[CH:39][CH:40]=1. The yield is 0.520. (2) The reactants are [CH2:1]([O:3][C:4]([C:6]1([NH:15][C:16](=[O:25])[C:17]2[CH:22]=[CH:21][CH:20]=[C:19]([CH3:23])[C:18]=2I)[CH2:14][C:13]2[C:8](=[CH:9][CH:10]=[CH:11][CH:12]=2)[CH2:7]1)=[O:5])[CH3:2].[CH:26](/B(O)O)=[CH:27]\[CH2:28][CH2:29][CH3:30].C([O-])([O-])=O.[K+].[K+]. The catalyst is CCO.O1CCOCC1.[Pd]. The product is [CH2:1]([O:3][C:4]([C:6]1([NH:15][C:16](=[O:25])[C:17]2[CH:22]=[CH:21][CH:20]=[C:19]([CH3:23])[C:18]=2/[CH:26]=[CH:27]/[CH2:28][CH2:29][CH3:30])[CH2:14][C:13]2[C:8](=[CH:9][CH:10]=[CH:11][CH:12]=2)[CH2:7]1)=[O:5])[CH3:2]. The yield is 0.600.